From a dataset of Retrosynthesis with 50K atom-mapped reactions and 10 reaction types from USPTO. Predict the reactants needed to synthesize the given product. Given the product CCOc1cc(-n2cc(NC(N)=O)c(C(N)=O)n2)ccc1-c1cccc(O)c1, predict the reactants needed to synthesize it. The reactants are: CCOc1cc(-n2cc(NC(N)=O)c(C(N)=O)n2)ccc1Br.OB(O)c1cccc(O)c1.